Predict the reactants needed to synthesize the given product. From a dataset of Full USPTO retrosynthesis dataset with 1.9M reactions from patents (1976-2016). (1) Given the product [F:17][C:16]([F:19])([F:18])[CH2:15][CH2:14][CH2:1][CH2:2][C:3]([OH:5])=[O:4], predict the reactants needed to synthesize it. The reactants are: [C:1](OC)(=O)[CH2:2][C:3]([O:5]C)=[O:4].[H-].[Na+].BrC[CH2:14][CH2:15][C:16]([F:19])([F:18])[F:17].O. (2) Given the product [F:1][C:2]1[CH:3]=[C:4]([C:8]2[CH:9]=[C:10]([CH3:27])[C:11]([O:25][CH3:26])=[C:12]([CH2:14][NH:15][C:16]3[C:17]([CH3:24])=[C:18]([CH:19]=[CH:20][C:21]=3[CH3:22])[O:23][CH2:35][C:36]([O:38][CH:39]([CH3:41])[CH3:40])=[O:37])[CH:13]=2)[CH:5]=[CH:6][CH:7]=1, predict the reactants needed to synthesize it. The reactants are: [F:1][C:2]1[CH:3]=[C:4]([C:8]2[CH:9]=[C:10]([CH3:27])[C:11]([O:25][CH3:26])=[C:12]([CH2:14][NH:15][C:16]3[C:17]([CH3:24])=[C:18]([OH:23])[CH:19]=[CH:20][C:21]=3[CH3:22])[CH:13]=2)[CH:5]=[CH:6][CH:7]=1.C([O-])([O-])=O.[Cs+].[Cs+].Br[CH2:35][C:36]([O:38][CH:39]([CH3:41])[CH3:40])=[O:37].O.